From a dataset of Catalyst prediction with 721,799 reactions and 888 catalyst types from USPTO. Predict which catalyst facilitates the given reaction. Reactant: [CH3:1][O:2][C:3]1[CH:4]=[C:5]([N:9]([CH3:30])[C:10]2[C:22]3[C:21]4[C:16](=[CH:17][CH:18]=[CH:19][CH:20]=4)[NH:15][C:14]=3[N:13]=[C:12]([NH:23]C(=O)C(C)(C)C)[N:11]=2)[CH:6]=[CH:7][CH:8]=1.[OH-].[Na+].C(Cl)(Cl)Cl.CO. Product: [CH3:1][O:2][C:3]1[CH:4]=[C:5]([N:9]([CH3:30])[C:10]2[C:22]3[C:21]4[C:16](=[CH:17][CH:18]=[CH:19][CH:20]=4)[NH:15][C:14]=3[N:13]=[C:12]([NH2:23])[N:11]=2)[CH:6]=[CH:7][CH:8]=1. The catalyst class is: 6.